This data is from Forward reaction prediction with 1.9M reactions from USPTO patents (1976-2016). The task is: Predict the product of the given reaction. Given the reactants [CH2:1](Br)C.BrC1C=NC=CC=1.[Mg].[CH3:12][N:13]([CH3:26])[C:14]1([C:24]#N)[CH2:23][CH2:22][C:17]2([O:21][CH2:20][CH2:19][O:18]2)[CH2:16][CH2:15]1.[Cl-:27].[NH4+], predict the reaction product. The product is: [ClH:27].[CH2:24]([C:14]1([N:13]([CH3:26])[CH3:12])[CH2:23][CH2:22][C:17]2([O:21][CH2:20][CH2:19][O:18]2)[CH2:16][CH2:15]1)[CH3:1].